Dataset: Forward reaction prediction with 1.9M reactions from USPTO patents (1976-2016). Task: Predict the product of the given reaction. (1) Given the reactants [C:1]1([CH2:7][NH:8][C:9]([CH:11]([C:17]([O:19]CC)=O)[C:12]([O:14][CH2:15][CH3:16])=[O:13])=[O:10])[CH:6]=[CH:5][CH:4]=[CH:3][CH:2]=1.[H-].[Na+].[C:24]1([N:30]=[C:31]=[O:32])[CH:29]=[CH:28][CH:27]=[CH:26][CH:25]=1, predict the reaction product. The product is: [OH:19][C:17]1[N:30]([C:24]2[CH:29]=[CH:28][CH:27]=[CH:26][CH:25]=2)[C:31](=[O:32])[N:8]([CH2:7][C:1]2[CH:2]=[CH:3][CH:4]=[CH:5][CH:6]=2)[C:9](=[O:10])[C:11]=1[C:12]([O:14][CH2:15][CH3:16])=[O:13]. (2) Given the reactants C1C2C(=CC=CC=2)C=CC=1[C:11]1[CH:12]=[C:13]([CH:24]=[CH:25][CH:26]=1)[CH2:14][C:15]1[CH:23]=[CH:22][CH:21]=[CH:20][C:16]=1[C:17]([OH:19])=O.F, predict the reaction product. The product is: [C:11]1([C:11]2[CH:26]=[CH:25][C:24]3[C:17](=[O:19])[C:16]4[C:15](=[CH:23][CH:22]=[CH:21][CH:20]=4)[CH2:14][C:13]=3[CH:12]=2)[CH:12]=[CH:13][CH:24]=[CH:25][CH:26]=1. (3) Given the reactants Br[CH2:2][CH2:3][CH2:4][CH2:5][CH2:6][CH2:7][C:8]1[C:14]2[CH:15]=[CH:16][C:17]([OH:19])=[CH:18][C:13]=2[CH2:12][CH2:11][CH2:10][C:9]=1[C:20]1[CH:25]=[CH:24][CH:23]=[CH:22][CH:21]=1.[CH3:26][NH:27][CH2:28][CH2:29][CH2:30][S:31]([CH2:34][CH2:35][CH2:36][C:37]([F:40])([F:39])[F:38])(=[O:33])=[O:32], predict the reaction product. The product is: [CH3:26][N:27]([CH2:28][CH2:29][CH2:30][S:31]([CH2:34][CH2:35][CH2:36][C:37]([F:39])([F:40])[F:38])(=[O:33])=[O:32])[CH2:2][CH2:3][CH2:4][CH2:5][CH2:6][CH2:7][C:8]1[C:14]2[CH:15]=[CH:16][C:17]([OH:19])=[CH:18][C:13]=2[CH2:12][CH2:11][CH2:10][C:9]=1[C:20]1[CH:25]=[CH:24][CH:23]=[CH:22][CH:21]=1. (4) Given the reactants [F:1][C:2]([F:7])([F:6])[C:3]([OH:5])=[O:4].[CH3:8][N:9]([CH3:25])[C:10]([C@H:12]1[CH2:16][CH:15]([F:17])[CH2:14][N:13]1C(OC(C)(C)C)=O)=[O:11], predict the reaction product. The product is: [F:1][C:2]([F:7])([F:6])[C:3]([OH:5])=[O:4].[F:17][CH:15]1[CH2:14][NH:13][C@@H:12]([C:10]([N:9]([CH3:25])[CH3:8])=[O:11])[CH2:16]1. (5) Given the reactants [NH2:1][C:2]1[CH:7]=[CH:6][C:5]([F:8])=[CH:4][C:3]=1[NH:9][C:10](=[O:16])OC(C)(C)C.[F:17][C:18]([F:27])([F:26])[C:19](=O)C(OCC)=O.[OH-].[Na+], predict the reaction product. The product is: [F:8][C:5]1[CH:4]=[C:3]2[C:2]([N:1]=[C:19]([C:18]([F:27])([F:26])[F:17])[C:10]([OH:16])=[N:9]2)=[CH:7][CH:6]=1. (6) Given the reactants [CH3:1][N:2]1[C:6]([NH:7][C:8]([C:21]2[CH:26]=[CH:25][CH:24]=[CH:23][CH:22]=2)([C:15]2[CH:20]=[CH:19][CH:18]=[CH:17][CH:16]=2)[C:9]2[CH:14]=[CH:13][CH:12]=[CH:11][CH:10]=2)=[C:5]([NH:27][C:28](=O)[O:29]C2C=CC=CC=2)[CH:4]=[N:3]1.[NH:37]1[CH2:41][CH2:40][C@H:39]([NH:42][C:43](=[O:49])[O:44][C:45]([CH3:48])([CH3:47])[CH3:46])[CH2:38]1.C(N(C(C)C)C(C)C)C, predict the reaction product. The product is: [CH3:1][N:2]1[C:6]([NH:7][C:8]([C:15]2[CH:16]=[CH:17][CH:18]=[CH:19][CH:20]=2)([C:21]2[CH:26]=[CH:25][CH:24]=[CH:23][CH:22]=2)[C:9]2[CH:10]=[CH:11][CH:12]=[CH:13][CH:14]=2)=[C:5]([NH:27][C:28]([N:37]2[CH2:41][CH2:40][C@H:39]([NH:42][C:43](=[O:49])[O:44][C:45]([CH3:46])([CH3:48])[CH3:47])[CH2:38]2)=[O:29])[CH:4]=[N:3]1. (7) Given the reactants [O:1]=[C:2]1[C:10](=[O:11])[C:9]2[N:8]([CH2:12][CH2:13][P:14](=[O:17])([OH:16])[OH:15])[CH2:7][CH2:6][CH2:5][NH:4][C:3]1=2.C(N(CC)[CH:22]([CH3:24])[CH3:23])(C)C.Cl[CH:28]([O:30][C:31](=[O:38])[C:32]1[CH:37]=[CH:36][CH:35]=[CH:34][CH:33]=1)[CH3:29], predict the reaction product. The product is: [C:31]([O:30][CH:28]([O:17][P:14]([CH2:13][CH2:12][N:8]1[CH2:7][CH2:6][CH2:5][NH:4][C:3]2[C:2](=[O:1])[C:10](=[O:11])[C:9]1=2)(=[O:15])[O:16][CH:28]([O:30][C:31](=[O:38])[C:23]1[CH:22]=[CH:24][CH:37]=[CH:32][CH:33]=1)[CH3:29])[CH3:29])(=[O:38])[C:32]1[CH:37]=[CH:36][CH:35]=[CH:34][CH:33]=1.